Dataset: Full USPTO retrosynthesis dataset with 1.9M reactions from patents (1976-2016). Task: Predict the reactants needed to synthesize the given product. (1) Given the product [CH3:1][O:2][C:3]([C:5]1[N:6]=[C:7]([C:10]2[CH:11]=[CH:12][C:13]([CH2:16][NH:17][C:18]([O:20][C:21]([CH3:24])([CH3:23])[CH3:22])=[O:19])=[CH:14][CH:15]=2)[S:8][CH:9]=1)=[O:4], predict the reactants needed to synthesize it. The reactants are: [CH3:1][O:2][C:3]([CH:5]1[CH2:9][S:8][C:7]([C:10]2[CH:15]=[CH:14][C:13]([CH2:16][NH:17][C:18]([O:20][C:21]([CH3:24])([CH3:23])[CH3:22])=[O:19])=[CH:12][CH:11]=2)=[N:6]1)=[O:4].BrC(Cl)(Cl)Cl.C1CCN2C(=NCCC2)CC1. (2) The reactants are: [Cl:1][C:2]1[CH:3]=[C:4]([CH:8]=[CH:9][C:10]=1[OH:11])[C:5]([OH:7])=[O:6].OS(O)(=O)=O.[C:17]([O-])(O)=O.[Na+]. Given the product [Cl:1][C:2]1[CH:3]=[C:4]([CH:8]=[CH:9][C:10]=1[OH:11])[C:5]([O:7][CH3:17])=[O:6], predict the reactants needed to synthesize it.